From a dataset of Reaction yield outcomes from USPTO patents with 853,638 reactions. Predict the reaction yield, written as a fraction of the theoretical maximum amount of product (1.0 means a 100% yield; for example, 0.34 means a 34% yield). (1) The reactants are [Cl:1][C:2]1[N:3]([C:13]2[CH:18]=[CH:17][C:16]([CH2:19][CH3:20])=[CH:15][CH:14]=2)[C:4]2[C:9]([C:10]=1[CH:11]=[O:12])=[CH:8][CH:7]=[CH:6][CH:5]=2.[NH:21]1[CH2:26][CH2:25][NH:24][CH2:23][CH2:22]1.Cl. No catalyst specified. The product is [ClH:1].[CH2:19]([C:16]1[CH:17]=[CH:18][C:13]([N:3]2[C:4]3[C:9](=[CH:8][CH:7]=[CH:6][CH:5]=3)[C:10]([CH:11]=[O:12])=[C:2]2[N:21]2[CH2:26][CH2:25][NH:24][CH2:23][CH2:22]2)=[CH:14][CH:15]=1)[CH3:20]. The yield is 0.390. (2) The reactants are [CH:1]1([C:4]2[CH:9]=[CH:8][CH:7]=[C:6]([CH:10]3OCC[O:11]3)[N:5]=2)[CH2:3][CH2:2]1.S(O)(C1C=CC(C)=CC=1)(=O)=O.O. The catalyst is CC(C)=O.O. The product is [CH:1]1([C:4]2[N:5]=[C:6]([CH:10]=[O:11])[CH:7]=[CH:8][CH:9]=2)[CH2:3][CH2:2]1. The yield is 0.940. (3) The reactants are [C:1](OCC)(OCC)([O:3][CH2:4][CH3:5])[CH3:2].[C:12](#[N:16])[CH2:13][C:14]#[N:15]. The catalyst is C(O)(=O)C.C(O)C. The product is [CH2:1]([O:3][C:4](=[C:13]([C:12]#[N:16])[C:14]#[N:15])[CH3:5])[CH3:2]. The yield is 0.910. (4) The reactants are [C:1](Cl)(=[O:8])[C:2]1[CH:7]=[CH:6][CH:5]=[CH:4][CH:3]=1.N1C=CN=C1.[CH2:15]([O:22][C@H:23]1[C@H:36]([OH:37])[C@@H:35]([CH2:38][OH:39])[O:34][C@H:25]([O:26][CH2:27][C:28]2[CH:33]=[CH:32][CH:31]=[CH:30][CH:29]=2)[C@@H:24]1[NH:40][C:41](=[O:43])[CH3:42])[C:16]1[CH:21]=[CH:20][CH:19]=[CH:18][CH:17]=1. The catalyst is ClCCCl. The product is [C:1]([O:39][CH2:38][C@H:35]1[O:34][C@H:25]([O:26][CH2:27][C:28]2[CH:33]=[CH:32][CH:31]=[CH:30][CH:29]=2)[C@H:24]([NH:40][C:41](=[O:43])[CH3:42])[C@@H:23]([O:22][CH2:15][C:16]2[CH:21]=[CH:20][CH:19]=[CH:18][CH:17]=2)[C@@H:36]1[OH:37])(=[O:8])[C:2]1[CH:7]=[CH:6][CH:5]=[CH:4][CH:3]=1. The yield is 0.620. (5) The reactants are [Cl:1][C:2]1[C:7]([CH3:8])=[C:6]([Cl:9])[C:5]([O:10][CH3:11])=[CH:4][C:3]=1[O:12][CH3:13].C1C(=O)N([Br:21])C(=O)C1.CC(N=NC(C#N)(C)C)(C#N)C. The catalyst is ClC(Cl)(Cl)Cl. The product is [Br:21][CH2:8][C:7]1[C:6]([Cl:9])=[C:5]([O:10][CH3:11])[CH:4]=[C:3]([O:12][CH3:13])[C:2]=1[Cl:1]. The yield is 0.800.